From a dataset of Peptide-MHC class II binding affinity with 134,281 pairs from IEDB. Regression. Given a peptide amino acid sequence and an MHC pseudo amino acid sequence, predict their binding affinity value. This is MHC class II binding data. (1) The peptide sequence is AFIPDGDNLFPKV. The MHC is DRB1_0401 with pseudo-sequence DRB1_0401. The binding affinity (normalized) is 0.686. (2) The peptide sequence is AGRFAAEFKSRFYVW. The MHC is DRB1_0101 with pseudo-sequence DRB1_0101. The binding affinity (normalized) is 0.381. (3) The binding affinity (normalized) is 0.569. The MHC is DRB1_0802 with pseudo-sequence DRB1_0802. The peptide sequence is EGTVDFIFGEARSLY.